This data is from Forward reaction prediction with 1.9M reactions from USPTO patents (1976-2016). The task is: Predict the product of the given reaction. (1) Given the reactants [CH2:1]([O:8][C:9]([NH:11][C@H:12]1[CH2:17][CH2:16][C@@H:15]([NH:18][C:19](=[O:25])[O:20][C:21]([CH3:24])([CH3:23])[CH3:22])[CH2:14][C@H:13]1[CH2:26][OH:27])=[O:10])[C:2]1[CH:7]=[CH:6][CH:5]=[CH:4][CH:3]=1.[C:28]1(O)[CH:33]=[CH:32][CH:31]=[CH:30][CH:29]=1.C1(P(C2C=CC=CC=2)C2C=CC=CC=2)C=CC=CC=1.N(C(OCC)=O)=NC(OCC)=O, predict the reaction product. The product is: [CH2:1]([O:8][C:9]([NH:11][C@H:12]1[CH2:17][CH2:16][C@@H:15]([NH:18][C:19](=[O:25])[O:20][C:21]([CH3:22])([CH3:23])[CH3:24])[CH2:14][C@H:13]1[CH2:26][O:27][C:28]1[CH:33]=[CH:32][CH:31]=[CH:30][CH:29]=1)=[O:10])[C:2]1[CH:3]=[CH:4][CH:5]=[CH:6][CH:7]=1. (2) Given the reactants [C:1]([O:4][C@H:5]1[CH2:22][CH2:21][C@@:20]2([CH3:23])[C@@H:7]([CH2:8][CH2:9][C@:10]3([CH3:34])[C@@H:19]2[CH2:18][CH2:17][C@H:16]2[C@@:11]3([CH3:33])[CH2:12][CH2:13][C@@:14]3([C:30](O)=[O:31])[CH2:26][CH2:25][C@@H:24]([C:27]([CH3:29])=[CH2:28])[C@@H:15]32)[C:6]1([CH3:36])[CH3:35])(=[O:3])[CH3:2].C(Cl)(C(Cl)=O)=O.[NH2:43][C@H:44]1[CH2:47][C@@H:46]([C:48]([N:50]2[CH2:54][CH2:53][CH2:52][CH2:51]2)=[O:49])[C:45]1([CH3:56])[CH3:55].CCN(CC)CC, predict the reaction product. The product is: [C:1]([O:4][C@H:5]1[CH2:22][CH2:21][C@@:20]2([CH3:23])[C@@H:7]([CH2:8][CH2:9][C@:10]3([CH3:34])[C@@H:19]2[CH2:18][CH2:17][C@H:16]2[C@@:11]3([CH3:33])[CH2:12][CH2:13][C@@:14]3([C:30](=[O:31])[NH:43][C@H:44]4[CH2:47][C@@H:46]([C:48]([N:50]5[CH2:54][CH2:53][CH2:52][CH2:51]5)=[O:49])[C:45]4([CH3:56])[CH3:55])[CH2:26][CH2:25][C@@H:24]([C:27]([CH3:29])=[CH2:28])[C@@H:15]32)[C:6]1([CH3:36])[CH3:35])(=[O:3])[CH3:2]. (3) Given the reactants C(OC([N:8]([C:10]1([C@@H:13]2[CH2:17][CH2:16][NH:15][CH2:14]2)[CH2:12][CH2:11]1)[CH3:9])=O)(C)(C)C.C(N(CC)CC)C.[CH:25]1([N:28]2[C:37]3[C:32](=[CH:33][CH:34]=[C:35](F)[C:36]=3[CH3:38])[C:31](=[O:40])[C:30]([C:41]([OH:43])=[O:42])=[CH:29]2)[CH2:27][CH2:26]1, predict the reaction product. The product is: [CH:25]1([N:28]2[C:37]3[C:32](=[CH:33][CH:34]=[C:35]([N:15]4[CH2:16][CH2:17][C@@H:13]([C:10]5([NH:8][CH3:9])[CH2:11][CH2:12]5)[CH2:14]4)[C:36]=3[CH3:38])[C:31](=[O:40])[C:30]([C:41]([OH:43])=[O:42])=[CH:29]2)[CH2:26][CH2:27]1.